Dataset: Forward reaction prediction with 1.9M reactions from USPTO patents (1976-2016). Task: Predict the product of the given reaction. (1) Given the reactants [C:1]([O:4][CH2:5][C:6]1[C:7]([N:21]2[CH2:33][CH2:32][N:24]3[C:25]4[CH2:26][CH2:27][CH2:28][CH2:29][C:30]=4[CH:31]=[C:23]3[C:22]2=[O:34])=[N:8][CH:9]=[CH:10][C:11]=1B1OC(C)(C)C(C)(C)O1)(=[O:3])[CH3:2].[Br:35][C:36]1[C:37](=[O:44])[N:38]([CH3:43])[CH:39]=[C:40](I)[CH:41]=1.C([O-])(=O)C.[Na+].[O-]P([O-])([O-])=O.[K+].[K+].[K+], predict the reaction product. The product is: [C:1]([O:4][CH2:5][C:6]1[C:7]([N:21]2[CH2:33][CH2:32][N:24]3[C:25]4[CH2:26][CH2:27][CH2:28][CH2:29][C:30]=4[CH:31]=[C:23]3[C:22]2=[O:34])=[N:8][CH:9]=[CH:10][C:11]=1[C:40]1[CH:41]=[C:36]([Br:35])[C:37](=[O:44])[N:38]([CH3:43])[CH:39]=1)(=[O:3])[CH3:2]. (2) Given the reactants [F:1][C:2]([F:47])([F:46])[C:3]1[CH:4]=[C:5]([CH:39]=[C:40]([C:42]([F:45])([F:44])[F:43])[CH:41]=1)[CH2:6][N:7]([CH2:14][C:15]1[CH:20]=[C:19]([C:21]([F:24])([F:23])[F:22])[CH:18]=[CH:17][C:16]=1[CH:25]([N:28]1[CH2:33][CH2:32][C:31]([F:38])([C:34]([O:36]C)=[O:35])[CH2:30][CH2:29]1)[CH2:26][CH3:27])[C:8]1[N:9]=[N:10][N:11]([CH3:13])[N:12]=1.[OH-].[Na+], predict the reaction product. The product is: [F:44][C:42]([F:43])([F:45])[C:40]1[CH:39]=[C:5]([CH:4]=[C:3]([C:2]([F:47])([F:46])[F:1])[CH:41]=1)[CH2:6][N:7]([CH2:14][C:15]1[CH:20]=[C:19]([C:21]([F:22])([F:23])[F:24])[CH:18]=[CH:17][C:16]=1[CH:25]([N:28]1[CH2:33][CH2:32][C:31]([F:38])([C:34]([OH:36])=[O:35])[CH2:30][CH2:29]1)[CH2:26][CH3:27])[C:8]1[N:9]=[N:10][N:11]([CH3:13])[N:12]=1. (3) Given the reactants [CH:1]1[C:10]2[C:5](=[CH:6][CH:7]=[CH:8][CH:9]=2)[CH:4]=[CH:3][C:2]=1[CH:11]=[O:12].[N+:13]([CH3:16])([O-:15])=[O:14].C(N(C(C)C)CC)(C)C.C1COCC1, predict the reaction product. The product is: [CH:1]1[C:10]2[C:5](=[CH:6][CH:7]=[CH:8][CH:9]=2)[CH:4]=[CH:3][C:2]=1[CH:11]([OH:12])[CH2:16][N+:13]([O-:15])=[O:14]. (4) The product is: [C:1]1([S:7]([N:10]2[C:18]3[C:13](=[CH:14][C:15]([C:40]4[N:36]([CH3:35])[N:37]=[C:38]([C:49]5[CH:50]=[N:51][CH:52]=[CH:53][CH:54]=5)[CH:39]=4)=[CH:16][CH:17]=3)[CH:12]=[C:11]2[C:28]2[CH:33]=[CH:32][CH:31]=[CH:30][C:29]=2[F:34])(=[O:8])=[O:9])[CH:2]=[CH:3][CH:4]=[CH:5][CH:6]=1. Given the reactants [C:1]1([S:7]([N:10]2[C:18]3[C:13](=[CH:14][C:15](B4OC(C)(C)C(C)(C)O4)=[CH:16][CH:17]=3)[CH:12]=[C:11]2[C:28]2[CH:33]=[CH:32][CH:31]=[CH:30][C:29]=2[F:34])(=[O:9])=[O:8])[CH:6]=[CH:5][CH:4]=[CH:3][CH:2]=1.[CH3:35][N:36]1[C:40](OS(C(F)(F)F)(=O)=O)=[CH:39][C:38]([C:49]2[CH:50]=[N:51][CH:52]=[CH:53][CH:54]=2)=[N:37]1, predict the reaction product. (5) Given the reactants Cl[C:2]1[C:9]([Cl:10])=[CH:8][C:7]([N+:11]([O-:13])=[O:12])=[CH:6][C:3]=1[CH:4]=O.[SH:14][CH2:15][C:16]([O:18][CH3:19])=[O:17].[OH-].[K+], predict the reaction product. The product is: [CH3:19][O:18][C:16]([C:15]1[S:14][C:2]2[C:9]([Cl:10])=[CH:8][C:7]([N+:11]([O-:13])=[O:12])=[CH:6][C:3]=2[CH:4]=1)=[O:17]. (6) Given the reactants [H-].[Na+].[OH:3][CH2:4][C@H:5]1[CH2:10][CH2:9][CH2:8][N:7](C(OC(C)(C)C)=O)[CH2:6]1.[CH2:18](I)[CH3:19].[ClH:21].O1CCOCC1, predict the reaction product. The product is: [ClH:21].[CH2:18]([O:3][CH2:4][C@H:5]1[CH2:10][CH2:9][CH2:8][NH:7][CH2:6]1)[CH3:19]. (7) Given the reactants [CH3:1][N:2]1[C:6]2[CH:7]=[CH:8][C:9]([N:11]3[CH:16]=[C:15]([C:17]([O:19][CH2:20][CH3:21])=[O:18])[C:14](=[O:22])[NH:13][C:12]3=[O:23])=[CH:10][C:5]=2[S:4][C:3]1=[O:24].[Cl:25][C:26]1[CH:34]=[C:33]([Cl:35])[CH:32]=[C:31]2[C:27]=1[CH2:28][CH2:29][CH:30]2O.C1(P(C2C=CC=CC=2)C2C=CC=CC=2)C=CC=CC=1.N(C(OC(C)C)=O)=NC(OC(C)C)=O.Cl, predict the reaction product. The product is: [Cl:25][C:26]1[CH:34]=[C:33]([Cl:35])[CH:32]=[C:31]2[C:27]=1[CH2:28][CH2:29][CH:30]2[N:13]1[C:14](=[O:22])[C:15]([C:17]([O:19][CH2:20][CH3:21])=[O:18])=[CH:16][N:11]([C:9]2[CH:8]=[CH:7][C:6]3[N:2]([CH3:1])[C:3](=[O:24])[S:4][C:5]=3[CH:10]=2)[C:12]1=[O:23].